This data is from Forward reaction prediction with 1.9M reactions from USPTO patents (1976-2016). The task is: Predict the product of the given reaction. (1) Given the reactants Br[C:2]1[CH:7]=[CH:6][C:5]([CH:8]2[C:17]3[C:16](=[O:18])[CH2:15][CH2:14][CH2:13][C:12]=3[N:11]([C:19]3[CH:24]=[CH:23][CH:22]=[C:21]([C:25]([F:28])([F:27])[F:26])[CH:20]=3)[C:10](=[O:29])[NH:9]2)=[C:4]([O:30][CH3:31])[CH:3]=1.[Cu][C:33]#[N:34], predict the reaction product. The product is: [O:29]=[C:10]1[NH:9][CH:8]([C:5]2[CH:6]=[CH:7][C:2]([C:33]#[N:34])=[CH:3][C:4]=2[O:30][CH3:31])[C:17]2[C:16](=[O:18])[CH2:15][CH2:14][CH2:13][C:12]=2[N:11]1[C:19]1[CH:24]=[CH:23][CH:22]=[C:21]([C:25]([F:28])([F:26])[F:27])[CH:20]=1. (2) Given the reactants [CH2:1]([C:10]([OH:12])=O)[CH:2]([C:7]([OH:9])=O)[CH2:3][C:4]([OH:6])=O.[CH3:13][CH:14]1[CH2:19][CH2:18][CH2:17][CH2:16][CH:15]1[NH2:20], predict the reaction product. The product is: [CH3:13][CH:14]1[CH2:19][CH2:18][CH2:17][CH2:16][CH:15]1[NH:20][C:4]([CH2:3][CH:2]([C:7]([NH:20][CH:15]1[CH2:16][CH2:17][CH2:18][CH2:19][CH:14]1[CH3:13])=[O:9])[CH2:1][C:10]([NH:20][CH:15]1[CH2:16][CH2:17][CH2:18][CH2:19][CH:14]1[CH3:13])=[O:12])=[O:6]. (3) Given the reactants [F:1][C:2]([F:23])([F:22])[O:3][C:4]1[CH:9]=[CH:8][C:7](/[CH:10]=[CH:11]/[C:12]2[CH:21]=[CH:20][C:15]([C:16](OC)=[O:17])=[CH:14][CH:13]=2)=[CH:6][CH:5]=1, predict the reaction product. The product is: [F:1][C:2]([F:22])([F:23])[O:3][C:4]1[CH:9]=[CH:8][C:7](/[CH:10]=[CH:11]/[C:12]2[CH:21]=[CH:20][C:15]([CH2:16][OH:17])=[CH:14][CH:13]=2)=[CH:6][CH:5]=1.